This data is from Forward reaction prediction with 1.9M reactions from USPTO patents (1976-2016). The task is: Predict the product of the given reaction. (1) Given the reactants Cl[C:2]1[N:7]=[C:6]([Cl:8])[N:5]=[C:4]([NH:9][C:10]2[NH:14][N:13]=[C:12]([CH:15]3[CH2:17][CH2:16]3)[CH:11]=2)[N:3]=1.[S:18]1[CH:22]=[CH:21][N:20]=[C:19]1[NH:23][C:24]([C@@H:26]1[CH2:30][CH2:29][CH2:28][NH:27]1)=[O:25].ClC1N=C(NC2NN=C(C3CC3)C=2)N=C(N2CCC[C@@]2(C)C(NC2C=NC(F)=CC=2)=O)N=1, predict the reaction product. The product is: [Cl:8][C:6]1[N:5]=[C:4]([NH:9][C:10]2[NH:14][N:13]=[C:12]([CH:15]3[CH2:17][CH2:16]3)[CH:11]=2)[N:3]=[C:2]([N:27]2[CH2:28][CH2:29][CH2:30][C@H:26]2[C:24]([NH:23][C:19]2[S:18][CH:22]=[CH:21][N:20]=2)=[O:25])[N:7]=1. (2) The product is: [CH3:1][O:2][C:3](=[O:11])[CH:4]([Cl:15])[C:5](=[O:10])[CH2:6][CH2:7][CH2:8][CH3:9]. Given the reactants [CH3:1][O:2][C:3](=[O:11])[CH2:4][C:5](=[O:10])[CH2:6][CH2:7][CH2:8][CH3:9].S(Cl)([Cl:15])(=O)=O, predict the reaction product.